From a dataset of Retrosynthesis with 50K atom-mapped reactions and 10 reaction types from USPTO. Predict the reactants needed to synthesize the given product. (1) The reactants are: CC(C)(C)OC(=O)N1C[C@H](F)C[C@H]1C(=O)O.Nc1cccc(Br)n1. Given the product CC(C)(C)OC(=O)N1C[C@H](F)C[C@H]1C(=O)Nc1cccc(Br)n1, predict the reactants needed to synthesize it. (2) Given the product N#Cc1c[nH]c(-c2ccccc2F)c1, predict the reactants needed to synthesize it. The reactants are: N#Cc1cc(-c2ccccc2F)[nH]c1Cl.